This data is from Forward reaction prediction with 1.9M reactions from USPTO patents (1976-2016). The task is: Predict the product of the given reaction. (1) Given the reactants [C:1]1([C:7]([C:32]2[CH:37]=[CH:36][CH:35]=[CH:34][CH:33]=2)([C:26]2[CH:31]=[CH:30][CH:29]=[CH:28][CH:27]=2)[N:8]2[CH:12]=[N:11][C:10]([O:13][CH2:14][CH2:15][CH2:16][O:17][C:18]3[CH:19]=[C:20]([CH2:24][NH2:25])[CH:21]=[CH:22][CH:23]=3)=[N:9]2)[CH:6]=[CH:5][CH:4]=[CH:3][CH:2]=1.[O:38]=[C:39]1[C:48]2[C:43](=[CH:44][CH:45]=[CH:46][CH:47]=2)[N:42]=[C:41]([C:49](OCC)=[O:50])[NH:40]1.C(N(CC)C(C)C)(C)C, predict the reaction product. The product is: [O:38]=[C:39]1[C:48]2[C:43](=[CH:44][CH:45]=[CH:46][CH:47]=2)[N:42]=[C:41]([C:49]([NH:25][CH2:24][C:20]2[CH:21]=[CH:22][CH:23]=[C:18]([O:17][CH2:16][CH2:15][CH2:14][O:13][C:10]3[N:11]=[CH:12][N:8]([C:7]([C:1]4[CH:6]=[CH:5][CH:4]=[CH:3][CH:2]=4)([C:26]4[CH:27]=[CH:28][CH:29]=[CH:30][CH:31]=4)[C:32]4[CH:33]=[CH:34][CH:35]=[CH:36][CH:37]=4)[N:9]=3)[CH:19]=2)=[O:50])[NH:40]1. (2) Given the reactants [C:1]([O:5][C:6]([CH2:8][CH:9]1[CH2:14][CH2:13][CH:12]([C:15]2[CH:23]=[CH:22][C:18]([C:19]([OH:21])=O)=[CH:17][CH:16]=2)[CH2:11][CH2:10]1)=[O:7])([CH3:4])([CH3:3])[CH3:2].[CH2:24]([C:31]1[S:35][C:34]([NH2:36])=[N:33][N:32]=1)[C:25]1[CH:30]=[CH:29][CH:28]=[CH:27][CH:26]=1.C(N(C(C)C)CC)(C)C, predict the reaction product. The product is: [CH2:24]([C:31]1[S:35][C:34]([NH:36][C:19]([C:18]2[CH:17]=[CH:16][C:15]([CH:12]3[CH2:13][CH2:14][CH:9]([CH2:8][C:6]([O:5][C:1]([CH3:4])([CH3:3])[CH3:2])=[O:7])[CH2:10][CH2:11]3)=[CH:23][CH:22]=2)=[O:21])=[N:33][N:32]=1)[C:25]1[CH:26]=[CH:27][CH:28]=[CH:29][CH:30]=1. (3) Given the reactants [O:1]=[C:2]1[CH2:7][CH2:6][CH:5]([C:8]([O:10][CH2:11][CH3:12])=[O:9])[CH2:4][CH2:3]1.[CH2:13](O)[CH2:14][OH:15].CC1C=CC(S(O)(=O)=O)=CC=1.O, predict the reaction product. The product is: [O:15]1[C:2]2([CH2:7][CH2:6][CH:5]([C:8]([O:10][CH2:11][CH3:12])=[O:9])[CH2:4][CH2:3]2)[O:1][CH2:13][CH2:14]1. (4) Given the reactants [CH3:1][C:2]1[CH:7]=[C:6]([CH3:8])[NH:5][C:4](=[O:9])[C:3]=1[C:10]#[N:11].[CH3:12][C:13]([O:16][C:17](O[C:17]([O:16][C:13]([CH3:15])([CH3:14])[CH3:12])=[O:18])=[O:18])([CH3:15])[CH3:14].CCN(CC)CC.O, predict the reaction product. The product is: [CH3:1][C:2]1[CH:7]=[C:6]([CH3:8])[NH:5][C:4](=[O:9])[C:3]=1[CH2:10][NH:11][C:17](=[O:18])[O:16][C:13]([CH3:15])([CH3:14])[CH3:12]. (5) The product is: [Cl:11][C:10]1[CH:9]=[C:8]2[C:4]([C:5]([CH:12]=[O:13])=[CH:6][NH:7]2)=[CH:3][C:2]=1[C:21]1[CH:26]=[CH:25][C:24]([C:27]2([OH:31])[CH2:30][CH2:29][CH2:28]2)=[CH:23][CH:22]=1. Given the reactants Br[C:2]1[CH:3]=[C:4]2[C:8](=[CH:9][C:10]=1[Cl:11])[NH:7][CH:6]=[C:5]2[CH:12]=[O:13].CC1(C)COB([C:21]2[CH:26]=[CH:25][C:24]([C:27]3([OH:31])[CH2:30][CH2:29][CH2:28]3)=[CH:23][CH:22]=2)OC1.C(=O)([O-])[O-].[K+].[K+].[NH4+].[Cl-], predict the reaction product.